Task: Predict which catalyst facilitates the given reaction.. Dataset: Catalyst prediction with 721,799 reactions and 888 catalyst types from USPTO (1) Reactant: [C:1]1([C:7]2([C:12]3[CH:17]=[CH:16][CH:15]=[CH:14][CH:13]=3)[CH2:11][CH2:10][NH:9][CH2:8]2)[CH:6]=[CH:5][CH:4]=[CH:3][CH:2]=1.[O:18]=[C:19]1[C:23]([C:30]2[CH:35]=[CH:34][CH:33]=[CH:32][CH:31]=2)([C:24]2[CH:29]=[CH:28][CH:27]=[CH:26][CH:25]=2)[CH2:22][CH2:21][N:20]1[CH2:36][C:37](O)=[O:38].Cl.C(N=C=NCCCN(C)C)C. Product: [C:1]1([C:7]2([C:12]3[CH:17]=[CH:16][CH:15]=[CH:14][CH:13]=3)[CH2:11][CH2:10][N:9]([C:37](=[O:38])[CH2:36][N:20]3[CH2:21][CH2:22][C:23]([C:24]4[CH:29]=[CH:28][CH:27]=[CH:26][CH:25]=4)([C:30]4[CH:35]=[CH:34][CH:33]=[CH:32][CH:31]=4)[C:19]3=[O:18])[CH2:8]2)[CH:2]=[CH:3][CH:4]=[CH:5][CH:6]=1. The catalyst class is: 112. (2) Reactant: [NH2:1][C:2]1[CH:6]=[C:5]([C:7]([CH3:10])([CH3:9])[CH3:8])[S:4][C:3]=1[C:11]([O:13][CH3:14])=[O:12].Cl[C:16]([O:18][CH2:19][C:20]1[CH:25]=[CH:24][CH:23]=[CH:22][CH:21]=1)=[O:17].C([O-])([O-])=O.[Na+].[Na+].C1(C)C=CC=CC=1. Product: [C:16]([NH:1][C:2]1[CH:6]=[C:5]([C:7]([CH3:10])([CH3:8])[CH3:9])[S:4][C:3]=1[C:11]([O:13][CH3:14])=[O:12])([O:18][CH2:19][C:20]1[CH:25]=[CH:24][CH:23]=[CH:22][CH:21]=1)=[O:17]. The catalyst class is: 6.